This data is from Reaction yield outcomes from USPTO patents with 853,638 reactions. The task is: Predict the reaction yield, written as a fraction of the theoretical maximum amount of product (1.0 means a 100% yield; for example, 0.34 means a 34% yield). (1) The reactants are [CH2:1]([CH:8]([C:11]#[N:12])[C:9]#[N:10])[C:2]1[CH:7]=[CH:6][CH:5]=[CH:4][CH:3]=1.[H-].[Na+].Br[CH2:16][CH2:17][C:18]([F:21])([F:20])[F:19]. The catalyst is CN(C)C=O. The product is [CH2:1]([C:8]([CH2:16][CH2:17][C:18]([F:21])([F:20])[F:19])([C:9]#[N:10])[C:11]#[N:12])[C:2]1[CH:7]=[CH:6][CH:5]=[CH:4][CH:3]=1. The yield is 0.170. (2) The reactants are [Cl:1][C:2]1[CH:24]=[CH:23][C:5]([O:6][CH2:7][C:8]([N:10]2[CH2:15][CH2:14][N:13](C(OC(C)(C)C)=O)[CH2:12][CH2:11]2)=[O:9])=[CH:4][CH:3]=1.C(O)(C(F)(F)F)=O. The catalyst is ClCCl. The product is [Cl:1][C:2]1[CH:3]=[CH:4][C:5]([O:6][CH2:7][C:8]([N:10]2[CH2:15][CH2:14][NH:13][CH2:12][CH2:11]2)=[O:9])=[CH:23][CH:24]=1. The yield is 0.720. (3) The reactants are [CH2:1]([C:3]([C:21]1[CH:26]=[CH:25][C:24]([OH:27])=[C:23]([CH3:28])[CH:22]=1)([C:6]1[CH:11]=[CH:10][C:9](/[CH:12]=[CH:13]/[C:14]([CH2:18][CH3:19])([OH:17])[CH2:15][CH3:16])=[C:8]([CH3:20])[CH:7]=1)[CH2:4][CH3:5])[CH3:2].N1C=CC=CC=1.[F:35][C:36]([F:49])([F:48])[S:37](O[S:37]([C:36]([F:49])([F:48])[F:35])(=[O:39])=[O:38])(=[O:39])=[O:38].O. The catalyst is C(Cl)Cl. The product is [CH2:1]([C:3]([C:21]1[CH:26]=[CH:25][C:24]([O:27][S:37]([C:36]([F:49])([F:48])[F:35])(=[O:39])=[O:38])=[C:23]([CH3:28])[CH:22]=1)([C:6]1[CH:11]=[CH:10][C:9](/[CH:12]=[CH:13]/[C:14]([CH2:15][CH3:16])([OH:17])[CH2:18][CH3:19])=[C:8]([CH3:20])[CH:7]=1)[CH2:4][CH3:5])[CH3:2]. The yield is 0.740. (4) The reactants are N(C(OC(C)C)=O)=NC(OC(C)C)=O.[OH:15][CH2:16][CH:17]1[CH2:22][CH2:21][N:20]([C:23]([O:25][CH:26]([CH3:28])[CH3:27])=[O:24])[CH2:19][CH2:18]1.[Br:29][C:30]1[CH:35]=[CH:34][C:33](O)=[CH:32][CH:31]=1.C1C=CC(P(C2C=CC=CC=2)C2C=CC=CC=2)=CC=1. The catalyst is C1COCC1.CCOCC. The product is [Br:29][C:30]1[CH:35]=[CH:34][C:33]([O:15][CH2:16][CH:17]2[CH2:22][CH2:21][N:20]([C:23]([O:25][CH:26]([CH3:28])[CH3:27])=[O:24])[CH2:19][CH2:18]2)=[CH:32][CH:31]=1. The yield is 0.550. (5) The yield is 0.890. The catalyst is O1CCOCC1. The product is [Br:1][C:2]1[CH:3]=[C:4]2[C:9]([CH:8]3[CH2:13][CH:6]([NH:14][C:5]2=[O:17])[CH2:7]3)=[CH:10][C:11]=1[F:12]. The reactants are [Br:1][C:2]1[CH:3]=[C:4]2[C:9](=[CH:10][C:11]=1[F:12])[CH:8]1[CH2:13][CH:6]([CH2:7]1)[C:5]2=[N:14]O.S(Cl)(Cl)=[O:17]. (6) The catalyst is O.[Cl-].[Na+].O. The yield is 0.800. The reactants are [OH:1][N:2]=[C:3](Cl)[C:4]1[C:8]([NH:9][CH2:10][CH2:11][O:12][CH3:13])=[N:7][O:6][N:5]=1.[F:15][C:16]([F:25])([F:24])[C:17]1[CH:18]=[C:19]([CH:21]=[CH:22][CH:23]=1)[NH2:20].C(=O)(O)[O-].[Na+].C(OCC)(=O)C. The product is [OH:1][N:2]=[C:3]([C:4]1[C:8]([NH:9][CH2:10][CH2:11][O:12][CH3:13])=[N:7][O:6][N:5]=1)[NH:20][C:19]1[CH:21]=[CH:22][CH:23]=[C:17]([C:16]([F:15])([F:24])[F:25])[CH:18]=1. (7) The reactants are [CH3:1][C:2]1[NH:3][CH:4]=[CH:5][C:6](=O)[C:7]=1[C:8]([O:10][CH2:11][CH3:12])=[O:9].C([O-])(O)=O.[Na+].P(Br)(Br)([Br:21])=O. No catalyst specified. The product is [Br:21][C:6]1[C:7]([C:8]([O:10][CH2:11][CH3:12])=[O:9])=[C:2]([CH3:1])[N:3]=[CH:4][CH:5]=1. The yield is 0.900.